From a dataset of Full USPTO retrosynthesis dataset with 1.9M reactions from patents (1976-2016). Predict the reactants needed to synthesize the given product. (1) Given the product [CH3:30][N:28]([CH3:29])[C:26](=[O:27])[C:25]1[CH:31]=[CH:32][C:22]([CH2:20][N:4]2[CH2:3][CH2:2][N:1]([C:7]3[CH:8]=[CH:9][C:10]4[N:11]([C:13]([C:16]([F:17])([F:18])[F:19])=[N:14][N:15]=4)[N:12]=3)[CH2:6][CH2:5]2)=[CH:23][CH:24]=1, predict the reactants needed to synthesize it. The reactants are: [N:1]1([C:7]2[CH:8]=[CH:9][C:10]3[N:11]([C:13]([C:16]([F:19])([F:18])[F:17])=[N:14][N:15]=3)[N:12]=2)[CH2:6][CH2:5][NH:4][CH2:3][CH2:2]1.[CH:20]([C:22]1[CH:32]=[CH:31][C:25]([C:26]([N:28]([CH3:30])[CH3:29])=[O:27])=[CH:24][CH:23]=1)=O. (2) Given the product [CH2:47]([C:48]1[N:16]([C:17]2[C:18]([CH3:45])=[C:19]([CH:42]=[CH:43][CH:44]=2)[CH2:20][N:21]([C:36](=[O:41])[C:37]([F:39])([F:38])[F:40])[C:22]2[CH:35]=[CH:34][C:25]3[C@H:26]([CH2:29][C:30]([O:32][CH3:33])=[O:31])[CH2:27][O:28][C:24]=3[CH:23]=2)[C:3]2[CH:4]=[CH:5][CH:6]=[C:7]([OH:8])[C:2]=2[N:1]=1)[CH3:46], predict the reactants needed to synthesize it. The reactants are: [NH2:1][C:2]1[C:7]([O:8]CC2C=CC=CC=2)=[CH:6][CH:5]=[CH:4][C:3]=1[NH:16][C:17]1[C:18]([CH3:45])=[C:19]([CH:42]=[CH:43][CH:44]=1)[CH2:20][N:21]([C:36](=[O:41])[C:37]([F:40])([F:39])[F:38])[C:22]1[CH:35]=[CH:34][C:25]2[C@H:26]([CH2:29][C:30]([O:32][CH3:33])=[O:31])[CH2:27][O:28][C:24]=2[CH:23]=1.[C:46](Cl)(=O)[CH2:47][CH3:48]. (3) Given the product [F:51][CH:36]([F:35])[C:37]1[C:38]2[CH2:48][C:47]([F:50])([F:49])[CH2:46][C:39]=2[N:40]([CH2:42][C:43]([NH:8][C@H:9]([C:19]2[C:24]([C:25]3[CH:26]=[CH:27][C:28]([F:34])=[C:29]([CH:33]=3)[C:30]([NH2:32])=[O:31])=[CH:23][CH:22]=[CH:21][N:20]=2)[CH2:10][C:11]2[CH:12]=[C:13]([F:18])[CH:14]=[C:15]([F:17])[CH:16]=2)=[O:44])[N:41]=1, predict the reactants needed to synthesize it. The reactants are: FC(F)(F)C(O)=O.[NH2:8][C@H:9]([C:19]1[C:24]([C:25]2[CH:26]=[CH:27][C:28]([F:34])=[C:29]([CH:33]=2)[C:30]([NH2:32])=[O:31])=[CH:23][CH:22]=[CH:21][N:20]=1)[CH2:10][C:11]1[CH:16]=[C:15]([F:17])[CH:14]=[C:13]([F:18])[CH:12]=1.[F:35][CH:36]([F:51])[C:37]1[C:38]2[CH2:48][C:47]([F:50])([F:49])[CH2:46][C:39]=2[N:40]([CH2:42][C:43](O)=[O:44])[N:41]=1. (4) Given the product [CH3:1][C:47]1([CH3:50])[O:46][CH:45]([CH2:53][O:21][NH:20][C:39]([C:38]2[C:30]([NH:29][C:26]3[CH:27]=[CH:28][C:23]([Br:22])=[CH:24][C:25]=3[F:43])=[CH:31][C:32](=[O:42])[N:33]3[C:37]=2[CH2:36][CH2:35][CH2:34]3)=[O:41])[CH2:49][O:48]1, predict the reactants needed to synthesize it. The reactants are: [CH3:1]CN=C=NCCCN(C)C.C1C=CC2[N:20]([OH:21])N=NC=2C=1.[Br:22][C:23]1[CH:28]=[CH:27][C:26]([NH:29][C:30]2[C:38]([C:39]([OH:41])=O)=[C:37]3[N:33]([CH2:34][CH2:35][CH2:36]3)[C:32](=[O:42])[CH:31]=2)=[C:25]([F:43])[CH:24]=1.C[C:45]1([CH3:53])[CH2:49][O:48][CH:47]([CH2:50]ON)[O:46]1. (5) The reactants are: [CH2:1]([N:4]1[CH2:9][CH2:8][N:7]([C:10]2[CH:18]=[CH:17][C:13]([C:14](O)=[O:15])=[CH:12][CH:11]=2)[CH2:6][CH2:5]1)[CH2:2][CH3:3].C(Cl)(=O)C([Cl:22])=O. Given the product [CH2:1]([N:4]1[CH2:9][CH2:8][N:7]([C:10]2[CH:18]=[CH:17][C:13]([C:14]([Cl:22])=[O:15])=[CH:12][CH:11]=2)[CH2:6][CH2:5]1)[CH2:2][CH3:3], predict the reactants needed to synthesize it.